From a dataset of NCI-60 drug combinations with 297,098 pairs across 59 cell lines. Regression. Given two drug SMILES strings and cell line genomic features, predict the synergy score measuring deviation from expected non-interaction effect. Drug 1: C1=CC(=CC=C1CCCC(=O)O)N(CCCl)CCCl. Drug 2: CC(C)CN1C=NC2=C1C3=CC=CC=C3N=C2N. Cell line: EKVX. Synergy scores: CSS=-3.30, Synergy_ZIP=-3.84, Synergy_Bliss=-6.38, Synergy_Loewe=-8.07, Synergy_HSA=-7.08.